This data is from Forward reaction prediction with 1.9M reactions from USPTO patents (1976-2016). The task is: Predict the product of the given reaction. Given the reactants Br[C:2]1[C:10]([Cl:11])=[C:9]([F:12])[C:8]([F:13])=[CH:7][C:3]=1[C:4]([OH:6])=[O:5].[CH:14]1([NH2:17])[CH2:16][CH2:15]1.C([O-])(=O)C.[K+].C(N(CC)CC)C, predict the reaction product. The product is: [Cl:11][C:10]1[C:2]([NH:17][CH:14]2[CH2:16][CH2:15]2)=[C:3]([CH:7]=[C:8]([F:13])[C:9]=1[F:12])[C:4]([OH:6])=[O:5].